From a dataset of Full USPTO retrosynthesis dataset with 1.9M reactions from patents (1976-2016). Predict the reactants needed to synthesize the given product. (1) Given the product [Br:30][C:7]1[CH:6]=[CH:5][C:4]([C:10]2[N:11]=[C:12]3[CH:17]=[C:16]([NH:18][CH3:19])[CH:15]=[CH:14][N:13]3[CH:20]=2)=[CH:3][CH:2]=1, predict the reactants needed to synthesize it. The reactants are: F[C:2]1[CH:3]=[C:4]([C:10]2[N:11]=[C:12]3[CH:17]=[C:16]([NH:18][CH3:19])[CH:15]=[CH:14][N:13]3[CH:20]=2)[CH:5]=[CH:6][C:7]=1OC.CNC1C=CN=C(N)C=1.[Br:30]CC(C1C=CC(Br)=CC=1)=O. (2) Given the product [O:13]1[CH2:14][CH2:15][N:10]([C:9]2[C:4]([NH2:1])=[N:5][CH:6]=[CH:7][CH:8]=2)[CH2:11][CH2:12]1, predict the reactants needed to synthesize it. The reactants are: [N+:1]([C:4]1[C:9]([N:10]2[CH2:15][CH2:14][O:13][CH2:12][CH2:11]2)=[CH:8][CH:7]=[CH:6][N:5]=1)([O-])=O.[H][H]. (3) Given the product [CH2:1]([NH:5][C:6]([C:8]1[CH:24]=[CH:23][C:11]2[S:12][C:13]3[CH:21]=[C:20]([F:22])[CH:19]=[CH:18][C:14]=3[C:15]([C:30]3[CH:31]=[CH:32][C:27]([Cl:26])=[CH:28][CH:29]=3)=[N:16][C:10]=2[CH:9]=1)=[O:7])[CH2:2][CH2:3][CH3:4], predict the reactants needed to synthesize it. The reactants are: [CH2:1]([NH:5][C:6]([C:8]1[CH:24]=[CH:23][C:11]2[S:12][C:13]3[CH:21]=[C:20]([F:22])[CH:19]=[CH:18][C:14]=3[C:15](Cl)=[N:16][C:10]=2[CH:9]=1)=[O:7])[CH2:2][CH2:3][CH3:4].[I-].[Cl:26][C:27]1[CH:32]=[CH:31][C:30]([Zn+])=[CH:29][CH:28]=1. (4) Given the product [C:17]([Si:14]([O:13][CH:11]1[C:10]([CH3:22])([CH3:21])[CH2:9][CH:8]=[C:7]([B:28]2[O:29][C:30]([CH3:32])([CH3:31])[C:26]([CH3:42])([CH3:25])[O:27]2)[CH2:12]1)([CH3:16])[CH3:15])([CH3:20])([CH3:19])[CH3:18], predict the reactants needed to synthesize it. The reactants are: FC(F)(F)S(O[C:7]1[CH2:12][CH:11]([O:13][Si:14]([C:17]([CH3:20])([CH3:19])[CH3:18])([CH3:16])[CH3:15])[C:10]([CH3:22])([CH3:21])[CH2:9][CH:8]=1)(=O)=O.[CH3:25][C:26]1([CH3:42])[C:30]([CH3:32])([CH3:31])[O:29][B:28]([B:28]2[O:29][C:30]([CH3:32])([CH3:31])[C:26]([CH3:42])([CH3:25])[O:27]2)[O:27]1.CC([O-])=O.[K+].ClCCl. (5) Given the product [F:12][B-:13]([F:16])([F:15])[F:14].[C:6]1([N+:5]#[N:1])[CH:11]=[CH:10][CH:9]=[CH:8][CH:7]=1, predict the reactants needed to synthesize it. The reactants are: [N:1]([O-])=O.[Na+].[NH2:5][C:6]1[CH:11]=[CH:10][CH:9]=[CH:8][CH:7]=1.[F:12][B-:13]([F:16])([F:15])[F:14].[H+]. (6) Given the product [CH3:14][C:13]1[O:12][C:11]([C:15]2[CH:20]=[CH:19][CH:18]=[CH:17][CH:16]=2)=[N:10][C:9]=1[CH2:8][O:7][C:6]1[CH:21]=[CH:22][C:3]([CH2:2][O:23][C:24]2[CH:29]=[CH:28][CH:27]=[CH:26][C:25]=2[CH2:30][C:31]([O:33][CH2:34][CH3:35])=[O:32])=[CH:4][CH:5]=1, predict the reactants needed to synthesize it. The reactants are: Cl[CH2:2][C:3]1[CH:22]=[CH:21][C:6]([O:7][CH2:8][C:9]2[N:10]=[C:11]([C:15]3[CH:20]=[CH:19][CH:18]=[CH:17][CH:16]=3)[O:12][C:13]=2[CH3:14])=[CH:5][CH:4]=1.[OH:23][C:24]1[CH:29]=[CH:28][CH:27]=[CH:26][C:25]=1[CH2:30][C:31]([O:33][CH2:34][CH3:35])=[O:32].C(=O)([O-])[O-].[K+].[K+].CN(C)C=O. (7) Given the product [CH2:3]([NH:6][C@@H:7]1[C:15]2[C:10](=[CH:11][CH:12]=[CH:13][CH:14]=2)[CH2:9][CH:8]1[Br:16])[CH:4]=[CH2:5].[CH2:18]([NH:21][C@H:22]1[C:30]2[C:25](=[CH:26][CH:27]=[CH:28][CH:29]=2)[CH:24]([Br:31])[CH2:23]1)[CH:19]=[CH2:20], predict the reactants needed to synthesize it. The reactants are: N.Br.[CH2:3]([NH:6][C@@H:7]1[C:15]2[C:10](=[CH:11][CH:12]=[CH:13][CH:14]=2)[CH2:9][CH:8]1[Br:16])[CH:4]=[CH2:5].Br.[CH2:18]([NH:21][C@H:22]1[C:30]2[C:25](=[CH:26][CH:27]=[CH:28][CH:29]=2)[CH:24]([Br:31])[CH2:23]1)[CH:19]=[CH2:20].C#CCN[C@H]1C2C=CC=CC=2CC1. (8) Given the product [CH3:1][S:2]([O:6][C:7]1[CH:8]=[CH:9][C:10]([C:13]2([C:21]3[CH:26]=[C:25]([C:27]4[CH:32]=[CH:31][CH:30]=[C:29]([O:33][CH3:34])[CH:28]=4)[CH:24]=[CH:23][N:22]=3)[C:14](=[O:20])[N:15]([CH3:19])[C:16](=[S:18])[NH:17]2)=[CH:11][CH:12]=1)(=[O:4])=[O:3], predict the reactants needed to synthesize it. The reactants are: [CH3:1][S:2](Cl)(=[O:4])=[O:3].[OH:6][C:7]1[CH:12]=[CH:11][C:10]([C:13]2([C:21]3[CH:26]=[C:25]([C:27]4[CH:32]=[CH:31][CH:30]=[C:29]([O:33][CH3:34])[CH:28]=4)[CH:24]=[CH:23][N:22]=3)[NH:17][C:16](=[S:18])[N:15]([CH3:19])[C:14]2=[O:20])=[CH:9][CH:8]=1.C(N(CC)CC)C.C(=O)(O)[O-].[Na+]. (9) Given the product [O:29]=[C:22]1[C:23]2[C:28](=[CH:27][CH:26]=[CH:25][CH:24]=2)[C:20](=[O:19])[N:21]1[N:30]([C@H:14]1[CH2:18][CH2:17][O:16][CH2:15]1)[C:31](=[O:37])[O:32][C:33]([CH3:35])([CH3:34])[CH3:36], predict the reactants needed to synthesize it. The reactants are: CCOC(/N=N/C(OCC)=O)=O.O[C@@H:14]1[CH2:18][CH2:17][O:16][CH2:15]1.[O:19]=[C:20]1[C:28]2[C:23](=[CH:24][CH:25]=[CH:26][CH:27]=2)[C:22](=[O:29])[N:21]1[NH:30][C:31](=[O:37])[O:32][C:33]([CH3:36])([CH3:35])[CH3:34].C1(P(C2C=CC=CC=2)C2C=CC=CC=2)C=CC=CC=1. (10) The reactants are: C(OC([N:8]1[CH2:17][CH2:16][C:15]2[C:10](=[CH:11][C:12]([O:20]C)=[C:13]([O:18]C)[CH:14]=2)[CH:9]1[CH2:22][C:23]1[CH:28]=[CH:27][C:26]([C:29]2[CH:34]=[CH:33][CH:32]=[CH:31][CH:30]=2)=[CH:25][CH:24]=1)=O)(C)(C)C.FC(F)(F)C(O)=O.[Cl:42]CCl. Given the product [ClH:42].[OH:18][C:13]1[CH:14]=[C:15]2[C:10](=[CH:11][C:12]=1[OH:20])[CH:9]([CH2:22][C:23]1[CH:28]=[CH:27][C:26]([C:29]3[CH:34]=[CH:33][CH:32]=[CH:31][CH:30]=3)=[CH:25][CH:24]=1)[NH:8][CH2:17][CH2:16]2, predict the reactants needed to synthesize it.